Dataset: Catalyst prediction with 721,799 reactions and 888 catalyst types from USPTO. Task: Predict which catalyst facilitates the given reaction. (1) Reactant: Cl[C:2]1[CH:10]=[CH:9][C:5]([C:6]([OH:8])=O)=[CH:4][N:3]=1.CN(C(ON1N=[N:26][C:21]2[CH:22]=[CH:23]C=NC1=2)=[N+](C)C)C.F[P-](F)(F)(F)(F)F.CC[N:37](C(C)C)C(C)C.[NH2:44][C:45]1[S:46][C:47]([C:50]2[O:51][CH:52]=[CH:53][CH:54]=2)=[N:48][N:49]=1. Product: [O:51]1[CH:52]=[CH:53][CH:54]=[C:50]1[C:47]1[S:46][C:45]([NH:44][C:6](=[O:8])[C:5]2[CH:9]=[CH:10][C:2]([NH:26][CH2:21][CH2:22][CH2:23][NH2:37])=[N:3][CH:4]=2)=[N:49][N:48]=1. The catalyst class is: 10. (2) Reactant: [OH:1][C:2]1[CH:7]=[C:6]([O:8][CH3:9])[CH:5]=[CH:4][C:3]=1[C:10](=[O:12])[CH3:11].[CH:13]1([CH:16]=O)[CH2:15][CH2:14]1.Cl. Product: [CH:13]1([CH:16]=[CH:11][C:10]([C:3]2[CH:4]=[CH:5][C:6]([O:8][CH3:9])=[CH:7][C:2]=2[OH:1])=[O:12])[CH2:15][CH2:14]1. The catalyst class is: 74. (3) Reactant: [Br:1][C:2]1[CH:14]=[C:13]([C:15](=[O:30])/[CH:16]=[C:17](/[C:22]2[CH:27]=[C:26]([Cl:28])[CH:25]=[C:24]([Cl:29])[CH:23]=2)\[C:18]([F:21])([F:20])[F:19])[CH:12]=[CH:11][C:3]=1[C:4]([O:6][C:7]([CH3:10])([CH3:9])[CH3:8])=[O:5].[SH:31][CH2:32][C:33]([O:35][CH2:36][CH3:37])=[O:34].C(N(CC)CC)C. Product: [Br:1][C:2]1[CH:14]=[C:13]([C:15]2([OH:30])[CH2:16][C:17]([C:22]3[CH:27]=[C:26]([Cl:28])[CH:25]=[C:24]([Cl:29])[CH:23]=3)([C:18]([F:21])([F:20])[F:19])[S:31][CH:32]2[C:33]([O:35][CH2:36][CH3:37])=[O:34])[CH:12]=[CH:11][C:3]=1[C:4]([O:6][C:7]([CH3:10])([CH3:9])[CH3:8])=[O:5]. The catalyst class is: 7. (4) Reactant: [C:1]([O:5][C:6](=[O:14])[NH:7][CH:8]1[CH2:13][CH2:12][NH:11][CH2:10][CH2:9]1)([CH3:4])([CH3:3])[CH3:2].[Cl:15][C:16]1[C:21]([C:22]([F:25])([F:24])[F:23])=[CH:20][CH:19]=[C:18](Cl)[N:17]=1.C(=O)([O-])[O-].[Cs+].[Cs+].O. Product: [C:1]([O:5][C:6](=[O:14])[NH:7][CH:8]1[CH2:13][CH2:12][N:11]([C:18]2[CH:19]=[CH:20][C:21]([C:22]([F:24])([F:25])[F:23])=[C:16]([Cl:15])[N:17]=2)[CH2:10][CH2:9]1)([CH3:4])([CH3:2])[CH3:3]. The catalyst class is: 258. (5) Reactant: [CH3:1][O:2][C:3]1[CH:12]=[C:11]2[C:6]([C:7]([CH3:22])=[C:8]([C:14]3[CH:15]=[N:16][C:17]([O:20]C)=[CH:18][CH:19]=3)[C:9](=[O:13])[O:10]2)=[CH:5][CH:4]=1.B(Br)(Br)Br. Product: [OH:20][C:17]1[N:16]=[CH:15][C:14]([C:8]2[C:9](=[O:13])[O:10][C:11]3[C:6]([C:7]=2[CH3:22])=[CH:5][CH:4]=[C:3]([O:2][CH3:1])[CH:12]=3)=[CH:19][CH:18]=1. The catalyst class is: 2. (6) The catalyst class is: 1. Product: [C:15]1([C@@H:21]([CH2:28][C:29]2[CH:34]=[CH:33][C:32]([O:48][CH2:47][CH2:46][C:37]3[CH:38]=[CH:39][C:40]4[CH2:41][CH2:42][CH2:43][NH:44][C:45]=4[N:36]=3)=[CH:31][CH:30]=2)[CH2:22][C:23]([O:25][CH2:26][CH3:27])=[O:24])[CH:20]=[CH:19][CH:18]=[CH:17][CH:16]=1. Reactant: N(C(OC(C)C)=O)=NC(OC(C)C)=O.[C:15]1([C@@H:21]([CH2:28][C:29]2[CH:34]=[CH:33][CH:32]=[CH:31][C:30]=2O)[CH2:22][C:23]([O:25][CH2:26][CH3:27])=[O:24])[CH:20]=[CH:19][CH:18]=[CH:17][CH:16]=1.[N:36]1[C:45]2[NH:44][CH2:43][CH2:42][CH2:41][C:40]=2[CH:39]=[CH:38][C:37]=1[CH2:46][CH2:47][OH:48].C1(P(C2C=CC=CC=2)C2C=CC=CC=2)C=CC=CC=1.